This data is from Reaction yield outcomes from USPTO patents with 853,638 reactions. The task is: Predict the reaction yield, written as a fraction of the theoretical maximum amount of product (1.0 means a 100% yield; for example, 0.34 means a 34% yield). (1) The reactants are Cl[C:2]1[CH:6]=[CH:5]S[C:3]=1[C:7]([NH:9]N)=O.[NH2:11][NH2:12].[Cl:13][C:14]1[CH:18]=[CH:17][S:16][C:15]=1[C:19](Cl)=[O:20].[CH2:22](Cl)Cl. No catalyst specified. The product is [Cl:13][C:14]1[CH:18]=[CH:17][S:16][C:15]=1[C:19]1[O:20][C:22]([N:9]2[CH2:5][CH2:6][CH2:2][CH2:3][CH2:7]2)=[N:12][N:11]=1. The yield is 0.820. (2) The reactants are C(O)C.[CH3:4][N:5]([C:14]1[CH:15]=[C:16]([CH:22]=[CH:23][CH:24]=1)[C:17]([O:19]CC)=[O:18])[C:6]([O:8][CH2:9][C:10]([Cl:13])([Cl:12])[Cl:11])=[O:7].[OH-].[Na+].Cl. The catalyst is C(OCC)(=O)C. The product is [CH3:4][N:5]([C:14]1[CH:15]=[C:16]([CH:22]=[CH:23][CH:24]=1)[C:17]([OH:19])=[O:18])[C:6]([O:8][CH2:9][C:10]([Cl:11])([Cl:13])[Cl:12])=[O:7]. The yield is 0.980.